Dataset: Forward reaction prediction with 1.9M reactions from USPTO patents (1976-2016). Task: Predict the product of the given reaction. (1) Given the reactants Br[C:2]1[CH:3]=[C:4]([CH2:8][N:9]([CH3:11])[CH3:10])[CH:5]=[N:6][CH:7]=1.[CH3:12][O:13][C:14]1[CH:21]=[CH:20][C:17]([CH2:18][NH2:19])=[CH:16][CH:15]=1.C(=O)([O-])[O-].[Cs+].[Cs+].CC1(C)C2C(=C(P(C3C=CC=CC=3)C3C=CC=CC=3)C=CC=2)OC2C(P(C3C=CC=CC=3)C3C=CC=CC=3)=CC=CC1=2, predict the reaction product. The product is: [CH3:10][N:9]([CH2:8][C:4]1[CH:3]=[C:2]([NH:19][CH2:18][C:17]2[CH:20]=[CH:21][C:14]([O:13][CH3:12])=[CH:15][CH:16]=2)[CH:7]=[N:6][CH:5]=1)[CH3:11]. (2) Given the reactants [O:1]=[C:2]([C:6]1[CH:11]=[CH:10][CH:9]=[CH:8][CH:7]=1)[CH2:3][C:4]#[N:5].[CH2:12](O)[CH2:13][OH:14], predict the reaction product. The product is: [C:6]1([C:2]2([CH2:3][C:4]#[N:5])[O:14][CH2:13][CH2:12][O:1]2)[CH:11]=[CH:10][CH:9]=[CH:8][CH:7]=1. (3) Given the reactants [CH3:1][O:2][C:3]([C@@H:5]([N:13]1[CH2:21][C:17]2[CH:18]=[CH:19][S:20][C:16]=2[CH2:15][CH2:14]1)[C:6]1[CH:7]=[CH:8][CH:9]=[CH:10][C:11]=1[Cl:12])=[O:4].C(Cl)Cl.[S:25](=[O:29])(=[O:28])([OH:27])[OH:26], predict the reaction product. The product is: [CH3:1][O:2][C:3]([C@@H:5]([N:13]1[CH2:21][C:17]2[CH:18]=[CH:19][S:20][C:16]=2[CH2:15][CH2:14]1)[C:6]1[C:11]([Cl:12])=[CH:10][CH:9]=[CH:8][CH:7]=1)=[O:4].[OH:28][S:25]([OH:29])(=[O:27])=[O:26]. (4) Given the reactants B(Br)(Br)Br.C[O:6][C:7]1[CH:8]=[C:9]2[C:13](=[CH:14][CH:15]=1)[NH:12][C:11]([CH3:16])=[CH:10]2.O.[OH-].[Na+], predict the reaction product. The product is: [OH:6][C:7]1[CH:8]=[C:9]2[C:13](=[CH:14][CH:15]=1)[NH:12][C:11]([CH3:16])=[CH:10]2. (5) Given the reactants [CH3:1][CH:2]1[CH2:6][CH2:5][CH2:4][NH:3]1.[CH:7]1([C:10]2[N:15]=[C:14]([C:16]([NH:18][C:19]3[CH:27]=[N:26][CH:25]=[CH:24][C:20]=3[C:21](O)=[O:22])=[O:17])[C:13]([NH:28][C:29]3[CH:30]=[N:31][CH:32]=[N:33][CH:34]=3)=[CH:12][CH:11]=2)[CH2:9][CH2:8]1, predict the reaction product. The product is: [CH3:1][CH:2]1[CH2:6][CH2:5][CH2:4][N:3]1[C:21]([C:20]1[CH:24]=[CH:25][N:26]=[CH:27][C:19]=1[NH:18][C:16]([C:14]1[C:13]([NH:28][C:29]2[CH:30]=[N:31][CH:32]=[N:33][CH:34]=2)=[CH:12][CH:11]=[C:10]([CH:7]2[CH2:9][CH2:8]2)[N:15]=1)=[O:17])=[O:22].